Dataset: Reaction yield outcomes from USPTO patents with 853,638 reactions. Task: Predict the reaction yield, written as a fraction of the theoretical maximum amount of product (1.0 means a 100% yield; for example, 0.34 means a 34% yield). (1) The reactants are [OH:1][CH2:2][C@@H:3]([CH3:8])[C:4]([O:6][CH3:7])=[O:5].ClC(Cl)(Cl)C(=N)O[CH2:13][C:14]1[CH:19]=[CH:18][CH:17]=[CH:16][CH:15]=1.OS(C(F)(F)F)(=O)=O.C([O-])(O)=O.[Na+]. The catalyst is C(Cl)Cl. The product is [CH3:7][O:6][C:4](=[O:5])[C@H:3]([CH3:8])[CH2:2][O:1][CH2:13][C:14]1[CH:19]=[CH:18][CH:17]=[CH:16][CH:15]=1. The yield is 0.620. (2) The reactants are [CH3:1][N:2]([CH3:53])[CH2:3][CH2:4][NH:5][C:6]([C@:8]12[CH2:46][CH2:45][C@@H:44]([C:47]([CH2:49][N:50]([CH3:52])[CH3:51])=[CH2:48])[C@@H:9]1[C@@H:10]1[C@@:23]([CH3:26])([CH2:24][CH2:25]2)[C@@:22]2([CH3:27])[C@@H:13]([C@:14]3([CH3:43])[C@@H:19]([CH2:20][CH2:21]2)[C:18]([CH3:29])([CH3:28])[C:17]([C:30]2[CH:42]=[CH:41][C:33]([C:34]([O:36]C(C)(C)C)=[O:35])=[CH:32][CH:31]=2)=[CH:16][CH2:15]3)[CH2:12][CH2:11]1)=[O:7].C(O)(C(F)(F)F)=O. The catalyst is C(Cl)Cl. The product is [CH3:53][N:2]([CH3:1])[CH2:3][CH2:4][NH:5][C:6]([C@:8]12[CH2:46][CH2:45][C@@H:44]([C:47]([CH2:49][N:50]([CH3:51])[CH3:52])=[CH2:48])[C@@H:9]1[C@@H:10]1[C@@:23]([CH3:26])([CH2:24][CH2:25]2)[C@@:22]2([CH3:27])[C@@H:13]([C@:14]3([CH3:43])[C@@H:19]([CH2:20][CH2:21]2)[C:18]([CH3:29])([CH3:28])[C:17]([C:30]2[CH:31]=[CH:32][C:33]([C:34]([OH:36])=[O:35])=[CH:41][CH:42]=2)=[CH:16][CH2:15]3)[CH2:12][CH2:11]1)=[O:7]. The yield is 0.486. (3) The reactants are C(O/[N:5]=[C:6](/[C:8]1[CH:9]=[C:10]([C:15]2([C:18]([O:20][CH3:21])=[O:19])[CH2:17][CH2:16]2)[CH:11]=[CH:12][C:13]=1[OH:14])\[CH3:7])(=O)C.N1C=CC=CC=1.O. The catalyst is CN(C=O)C. The product is [CH3:7][C:6]1[C:8]2[CH:9]=[C:10]([C:15]3([C:18]([O:20][CH3:21])=[O:19])[CH2:17][CH2:16]3)[CH:11]=[CH:12][C:13]=2[O:14][N:5]=1. The yield is 0.820. (4) The reactants are [CH3:1][O:2][C:3]1[CH:8]=[CH:7][C:6]([C:9]2([C:12]([OH:14])=[O:13])[CH2:11][CH2:10]2)=[CH:5][CH:4]=1.O.[C:16]1(C)C=CC(S(O)(=O)=O)=CC=1. The catalyst is CO. The product is [CH3:16][O:13][C:12]([C:9]1([C:6]2[CH:5]=[CH:4][C:3]([O:2][CH3:1])=[CH:8][CH:7]=2)[CH2:10][CH2:11]1)=[O:14]. The yield is 0.990.